From a dataset of Forward reaction prediction with 1.9M reactions from USPTO patents (1976-2016). Predict the product of the given reaction. (1) Given the reactants [Cr](O[Cr]([O-])(=O)=O)([O-])(=O)=O.[K+].[K+].C(N[C:18]1[CH:27]=[C:26]([NH:28][C:29](=[O:33])[CH2:30][CH2:31][CH3:32])[C:25]([O:34]C(=O)CCC)=[C:24]2[C:19]=1[CH:20]=[CH:21][C:22]([CH3:40])=[N:23]2)(=O)CCC.[OH2:41], predict the reaction product. The product is: [C:29]([NH:28][C:26]1[C:25](=[O:34])[C:24]2[N:23]=[C:22]([CH3:40])[CH:21]=[CH:20][C:19]=2[C:18](=[O:41])[CH:27]=1)(=[O:33])[CH2:30][CH2:31][CH3:32]. (2) Given the reactants [Cl-].[F:2][C:3]1[CH:4]=[C:5]([CH:8]=[CH:9][CH:10]=1)[CH2:6][Zn+].[Cl:11][C:12]1[CH:13]=[C:14]([NH:20][C:21](=[O:29])[C:22]([CH:24]2[CH2:28][CH2:27][CH2:26][CH2:25]2)=[O:23])[CH:15]=[CH:16][C:17]=1[C:18]#[N:19], predict the reaction product. The product is: [Cl:11][C:12]1[CH:13]=[C:14]([NH:20][C:21](=[O:29])[C:22]([CH:24]2[CH2:28][CH2:27][CH2:26][CH2:25]2)([OH:23])[CH2:6][C:5]2[CH:8]=[CH:9][CH:10]=[C:3]([F:2])[CH:4]=2)[CH:15]=[CH:16][C:17]=1[C:18]#[N:19]. (3) Given the reactants FC(F)(F)C(O)=O.[Cl:8][C:9]1[CH:14]=[C:13]([Cl:15])[CH:12]=[CH:11][C:10]=1[C@H:16]([N:18]1[C:26]2[C:21](=[CH:22][CH:23]=[C:24]([N:27]3[CH2:32][CH2:31][N:30]([C:33]([C@H:35]4[CH2:39][CH2:38][CH2:37][N:36]4C(OC(C)(C)C)=O)=[O:34])[C@H:29]([CH3:47])[CH2:28]3)[CH:25]=2)[CH:20]=[N:19]1)[CH3:17], predict the reaction product. The product is: [Cl:8][C:9]1[CH:14]=[C:13]([Cl:15])[CH:12]=[CH:11][C:10]=1[C@H:16]([N:18]1[C:26]2[C:21](=[CH:22][CH:23]=[C:24]([N:27]3[CH2:32][CH2:31][N:30]([C:33]([C@H:35]4[CH2:39][CH2:38][CH2:37][NH:36]4)=[O:34])[C@H:29]([CH3:47])[CH2:28]3)[CH:25]=2)[CH:20]=[N:19]1)[CH3:17]. (4) Given the reactants Br[C:2]1[CH:3]=[C:4]2[C:8](=[CH:9][CH:10]=1)[N:7]([CH2:11][O:12][CH2:13][CH2:14][Si:15]([CH3:18])([CH3:17])[CH3:16])[N:6]=[C:5]2[CH:19]=[O:20].[B:21]1([B:21]2[O:25][C:24]([CH3:27])([CH3:26])[C:23]([CH3:29])([CH3:28])[O:22]2)[O:25][C:24]([CH3:27])([CH3:26])[C:23]([CH3:29])([CH3:28])[O:22]1.CC([O-])=O.[K+], predict the reaction product. The product is: [CH3:28][C:23]1([CH3:29])[C:24]([CH3:27])([CH3:26])[O:25][B:21]([C:2]2[CH:3]=[C:4]3[C:8](=[CH:9][CH:10]=2)[N:7]([CH2:11][O:12][CH2:13][CH2:14][Si:15]([CH3:18])([CH3:17])[CH3:16])[N:6]=[C:5]3[CH:19]=[O:20])[O:22]1. (5) Given the reactants C(Cl)(=O)C(Cl)=O.[CH3:7][C:8]1[CH:13]=[C:12]([C:14]([OH:16])=O)[CH:11]=[CH:10][C:9]=1[C:17]1[CH:22]=[CH:21][CH:20]=[CH:19][C:18]=1[CH3:23].[NH2:24][S:25]([C:28]1[CH:33]=[CH:32][C:31]([C:34](=[N:36]O)[NH2:35])=[CH:30][CH:29]=1)(=[O:27])=[O:26].C(C1C=CC(S(N)(=O)=O)=CC=1)#N.CCN(C(C)C)C(C)C, predict the reaction product. The product is: [CH3:7][C:8]1[CH:13]=[C:12]([C:14]2[O:16][N:36]=[C:34]([C:31]3[CH:30]=[CH:29][C:28]([S:25]([NH2:24])(=[O:26])=[O:27])=[CH:33][CH:32]=3)[N:35]=2)[CH:11]=[CH:10][C:9]=1[C:17]1[CH:22]=[CH:21][CH:20]=[CH:19][C:18]=1[CH3:23]. (6) Given the reactants [NH2:1][C:2]1[CH:11]=[CH:10][CH:9]=[C:8]([N+:12]([O-:14])=[O:13])[C:3]=1[C:4](OC)=[O:5].[BH4-].[Li+], predict the reaction product. The product is: [NH2:1][C:2]1[CH:11]=[CH:10][CH:9]=[C:8]([N+:12]([O-:14])=[O:13])[C:3]=1[CH2:4][OH:5]. (7) Given the reactants [C:1]([O:5][C:6]([NH:8][C@H:9]1[CH2:13][CH2:12][N:11]([S:14]([C:17]2[C:18]3[C:19](Br)=[CH:20][N:21]=[CH:22][C:23]=3[CH:24]=[CH:25][CH:26]=2)(=[O:16])=[O:15])[CH2:10]1)=[O:7])([CH3:4])([CH3:3])[CH3:2].[C:28](C1C=C(C)C=C(C(C)(C)C)C=1O)(C)(C)[CH3:29].C(C([Sn])=C(CCCC)CCCC)CCC, predict the reaction product. The product is: [C:1]([O:5][C:6]([NH:8][C@H:9]1[CH2:13][CH2:12][N:11]([S:14]([C:17]2[C:18]3[C:19]([CH:28]=[CH2:29])=[CH:20][N:21]=[CH:22][C:23]=3[CH:24]=[CH:25][CH:26]=2)(=[O:16])=[O:15])[CH2:10]1)=[O:7])([CH3:4])([CH3:3])[CH3:2]. (8) Given the reactants [N:1]([C:4]1[CH:5]=[C:6]([B:10]2[O:14][C:13]([CH3:16])([CH3:15])[C:12]([CH3:18])([CH3:17])[O:11]2)[CH:7]=[CH:8][CH:9]=1)=[C:2]=[O:3].[F:19][C:20]([F:25])([CH2:23][NH2:24])[CH2:21][NH2:22].C(N(CC)CC)C, predict the reaction product. The product is: [NH2:22][CH2:21][C:20]([F:25])([F:19])[CH2:23][NH:24][C:2]([NH:1][C:4]1[CH:9]=[CH:8][CH:7]=[C:6]([B:10]2[O:14][C:13]([CH3:16])([CH3:15])[C:12]([CH3:18])([CH3:17])[O:11]2)[CH:5]=1)=[O:3]. (9) Given the reactants [H-].[Na+].[CH2:3]([C@@H:5]1[CH2:10][O:9][CH2:8][C@H:7]([OH:11])[C@@H:6]1[OH:12])[CH3:4].[CH2:13](Br)[C:14]1[CH:19]=[CH:18][CH:17]=[CH:16][CH:15]=1.CCOCC.C(OCC)(=O)C, predict the reaction product. The product is: [CH2:13]([O:11][C@@H:7]1[C@H:6]([OH:12])[C@H:5]([CH2:3][CH3:4])[CH2:10][O:9][CH2:8]1)[C:14]1[CH:19]=[CH:18][CH:17]=[CH:16][CH:15]=1.